The task is: Predict the product of the given reaction.. This data is from Forward reaction prediction with 1.9M reactions from USPTO patents (1976-2016). (1) Given the reactants [Cl:1][C:2]1[CH:7]=[C:6]([O:8][C:9]2[C:10]([CH2:18][CH3:19])=[N:11][C:12]([N+:15]([O-])=O)=[CH:13][CH:14]=2)[CH:5]=[CH:4][N:3]=1.[NH4+].[Cl-], predict the reaction product. The product is: [Cl:1][C:2]1[CH:7]=[C:6]([O:8][C:9]2[CH:14]=[CH:13][C:12]([NH2:15])=[N:11][C:10]=2[CH2:18][CH3:19])[CH:5]=[CH:4][N:3]=1. (2) Given the reactants [F:1][C:2]1[CH:3]=[C:4]([NH:8][C:9]([C:11]2[NH:12][C:13]3[C:18]([CH:19]=2)=[CH:17][C:16]([CH:20]2[CH2:24][CH2:23][NH:22][CH2:21]2)=[CH:15][CH:14]=3)=[O:10])[CH:5]=[N:6][CH:7]=1.C(N(CC)C(C)C)(C)C.[F:34][C:35]1[CH:40]=[CH:39][C:38]([S:41](Cl)(=[O:43])=[O:42])=[CH:37][CH:36]=1, predict the reaction product. The product is: [F:34][C:35]1[CH:40]=[CH:39][C:38]([S:41]([N:22]2[CH2:23][CH2:24][CH:20]([C:16]3[CH:17]=[C:18]4[C:13](=[CH:14][CH:15]=3)[NH:12][C:11]([C:9]([NH:8][C:4]3[CH:5]=[N:6][CH:7]=[C:2]([F:1])[CH:3]=3)=[O:10])=[CH:19]4)[CH2:21]2)(=[O:43])=[O:42])=[CH:37][CH:36]=1. (3) Given the reactants [NH2:1][C:2]1[C:3]([C:16]([NH:18][CH3:19])=[O:17])=[N:4][C:5]([C:8]2[CH:13]=[CH:12][CH:11]=[C:10]([CH:14]=O)[CH:9]=2)=[CH:6][N:7]=1.[NH2:20][CH:21]1[C:29]2[C:24](=[C:25]([F:31])[CH:26]=[CH:27][C:28]=2[F:30])[CH2:23][CH2:22]1.[C:32]([BH3-])#N.[Na+], predict the reaction product. The product is: [NH2:1][C:2]1[C:3]([C:16]([NH:18][CH3:19])=[O:17])=[N:4][C:5]([C:8]2[CH:13]=[CH:12][CH:11]=[C:10]([CH2:14][NH:20][CH:21]3[C:29]4[C:24](=[C:25]([F:31])[CH:26]=[CH:27][C:28]=4[F:30])[CH:23]([CH3:32])[CH2:22]3)[CH:9]=2)=[CH:6][N:7]=1. (4) Given the reactants [Cl:1][C:2]1[CH:7]=[CH:6][C:5]([CH:8]2[C:13]3[N:14]4[N:19]=[C:18]([CH3:20])[S:17][C:15]4=[N:16][C:12]=3[CH2:11][CH2:10][N:9]2[C:21](=[O:32])[CH2:22][O:23][C:24]2[C:25]([Cl:31])=[N:26][C:27](I)=[CH:28][CH:29]=2)=[C:4]([F:33])[CH:3]=1.[F:34][C:35]1([F:40])[CH2:39][CH2:38][NH:37][CH2:36]1, predict the reaction product. The product is: [Cl:1][C:2]1[CH:7]=[CH:6][C:5]([CH:8]2[C:13]3[N:14]4[N:19]=[C:18]([CH3:20])[S:17][C:15]4=[N:16][C:12]=3[CH2:11][CH2:10][N:9]2[C:21](=[O:32])[CH2:22][O:23][C:24]2[C:25]([Cl:31])=[N:26][C:27]([N:37]3[CH2:38][CH2:39][C:35]([F:40])([F:34])[CH2:36]3)=[CH:28][CH:29]=2)=[C:4]([F:33])[CH:3]=1. (5) Given the reactants [CH2:1]([O:5][C:6]1[CH:10]=[C:9](/[CH:11]=[CH:12]/[C:13]([O:15]CC)=[O:14])[N:8]([CH2:18][C:19]2[CH:24]=[CH:23][C:22]([C:25]([F:28])([F:27])[F:26])=[CH:21][CH:20]=2)[N:7]=1)[CH2:2][CH2:3][CH3:4].[OH-].[Na+].O1CCCC1, predict the reaction product. The product is: [CH2:1]([O:5][C:6]1[CH:10]=[C:9](/[CH:11]=[CH:12]/[C:13]([OH:15])=[O:14])[N:8]([CH2:18][C:19]2[CH:24]=[CH:23][C:22]([C:25]([F:28])([F:27])[F:26])=[CH:21][CH:20]=2)[N:7]=1)[CH2:2][CH2:3][CH3:4]. (6) Given the reactants [N:1]1([CH2:7][CH2:8][OH:9])[CH2:6][CH2:5][CH2:4][CH2:3][CH2:2]1.Cl[C:11]1[C:20]2[C:15](=[CH:16][C:17]([O:21][CH3:22])=[CH:18][CH:19]=2)[CH:14]=[C:13]([NH:23][C:24]2[CH:28]=[C:27]([CH3:29])[NH:26][N:25]=2)[N:12]=1, predict the reaction product. The product is: [CH3:22][O:21][C:17]1[CH:16]=[C:15]2[C:20](=[CH:19][CH:18]=1)[C:11]([O:9][CH2:8][CH2:7][N:1]1[CH2:6][CH2:5][CH2:4][CH2:3][CH2:2]1)=[N:12][C:13]([NH:23][C:24]1[CH:28]=[C:27]([CH3:29])[NH:26][N:25]=1)=[CH:14]2. (7) Given the reactants [CH:1]1([N:4]=[C:5]=[S:6])[CH2:3][CH2:2]1.[Cl:7][C:8]1[CH:9]=[C:10]([C:14]2[O:18][N:17]=[C:16]([CH:19]3[CH2:23][CH2:22][CH2:21][NH:20]3)[CH:15]=2)[CH:11]=[CH:12][CH:13]=1, predict the reaction product. The product is: [CH:1]1([NH:4][C:5]([N:20]2[CH2:21][CH2:22][CH2:23][CH:19]2[C:16]2[CH:15]=[C:14]([C:10]3[CH:11]=[CH:12][CH:13]=[C:8]([Cl:7])[CH:9]=3)[O:18][N:17]=2)=[S:6])[CH2:3][CH2:2]1. (8) Given the reactants [CH3:1][C:2]1([CH2:5][OH:6])[CH2:4][CH2:3]1.[CH3:7][S:8](Cl)(=[O:10])=[O:9], predict the reaction product. The product is: [CH3:7][S:8]([O:6][CH2:5][C:2]1([CH3:1])[CH2:4][CH2:3]1)(=[O:10])=[O:9].